Predict which catalyst facilitates the given reaction. From a dataset of Catalyst prediction with 721,799 reactions and 888 catalyst types from USPTO. (1) Reactant: Cl.[CH3:2][NH:3][O:4][CH3:5].[O:6]=[C:7]1[CH2:10][CH:9]([C:11]([OH:13])=O)[CH2:8]1.Cl.CN(C)CCCN=C=NCC.ON1C2C=CC=CC=2N=N1.C(N(CC)CC)C. Product: [CH3:5][O:4][N:3]([CH3:2])[C:11]([CH:9]1[CH2:8][C:7](=[O:6])[CH2:10]1)=[O:13]. The catalyst class is: 4. (2) Reactant: O[CH2:2][C:3]1[CH:4]=[C:5]([C:9]2[CH:13]=[C:12]([CH2:14][CH:15]([CH3:17])[CH3:16])[S:11][C:10]=2[S:18]([NH:21][C:22]([CH3:25])([CH3:24])[CH3:23])(=[O:20])=[O:19])[CH:6]=[CH:7][CH:8]=1.C(Br)(Br)(Br)[Br:27].C1C=CC(P(C2C=CC=CC=2)C2C=CC=CC=2)=CC=1.O. Product: [Br:27][CH2:2][C:3]1[CH:4]=[C:5]([C:9]2[CH:13]=[C:12]([CH2:14][CH:15]([CH3:17])[CH3:16])[S:11][C:10]=2[S:18]([NH:21][C:22]([CH3:25])([CH3:24])[CH3:23])(=[O:20])=[O:19])[CH:6]=[CH:7][CH:8]=1. The catalyst class is: 3. (3) Reactant: [C:1]([N:11]1[CH2:16][CH2:15][NH:14][C:13](=[O:17])[CH2:12]1)([O:3][CH2:4][C:5]1[CH:10]=[CH:9][CH:8]=[CH:7][CH:6]=1)=[O:2].[H-].[Na+].Br[CH2:21][CH2:22][O:23][C:24](=[O:26])[CH3:25]. Product: [CH2:4]([O:3][C:1]([N:11]1[CH2:16][CH2:15][N:14]([CH2:21][CH2:22][O:23][C:24](=[O:26])[CH3:25])[C:13](=[O:17])[CH2:12]1)=[O:2])[C:5]1[CH:6]=[CH:7][CH:8]=[CH:9][CH:10]=1. The catalyst class is: 42. (4) The catalyst class is: 191. Reactant: C([O-])(=O)C.[NH4+].[BH3-][C:7]#[N:8].[Na+].C[C:11]([C:13]1[CH:18]=[CH:17][C:16]([Cl:19])=[C:15]([N+:20]([O-:22])=[O:21])[CH:14]=1)=O.C([O-])(O)=O.[Na+]. Product: [Cl:19][C:16]1[CH:17]=[CH:18][C:13]([CH3:11])([CH2:7][NH2:8])[CH2:14][C:15]=1[N+:20]([O-:22])=[O:21]. (5) The catalyst class is: 3. Reactant: [Cl:1][C:2]1[CH:22]=[CH:21][C:5]([CH2:6][CH:7]2[C:13]3([CH2:14][N:15]4[CH:19]=[N:18][CH:17]=[N:16]4)[C:10]([CH3:20])([CH2:11][O:12]3)[CH2:9][CH2:8]2)=[CH:4][CH:3]=1.[Cl-:23].[Li+].O.C1(C)C=CC(S(O)(=O)=O)=CC=1. Product: [Cl:1][C:2]1[CH:22]=[CH:21][C:5]([CH2:6][CH:7]2[C:13]([CH2:14][N:15]3[CH:19]=[N:18][CH:17]=[N:16]3)([OH:12])[C:10]([CH2:11][Cl:23])([CH3:20])[CH2:9][CH2:8]2)=[CH:4][CH:3]=1. (6) Reactant: [CH2:1]([N:8]1[CH2:13][CH2:12][N:11]([C:14]2[CH:19]=[C:18](Cl)[N:17]=[CH:16][N:15]=2)[CH2:10][CH2:9]1)[C:2]1[CH:7]=[CH:6][CH:5]=[CH:4][CH:3]=1.[C:21]1([CH:27]([NH2:34])[C:28]2[CH:33]=[CH:32][CH:31]=[CH:30][CH:29]=2)[CH:26]=[CH:25][CH:24]=[CH:23][CH:22]=1.C(=O)([O-])[O-].[K+].[K+]. Product: [CH:27]([NH:34][C:18]1[CH:19]=[C:14]([N:11]2[CH2:12][CH2:13][N:8]([CH2:1][C:2]3[CH:7]=[CH:6][CH:5]=[CH:4][CH:3]=3)[CH2:9][CH2:10]2)[N:15]=[CH:16][N:17]=1)([C:28]1[CH:29]=[CH:30][CH:31]=[CH:32][CH:33]=1)[C:21]1[CH:26]=[CH:25][CH:24]=[CH:23][CH:22]=1. The catalyst class is: 37. (7) Reactant: [CH3:1][C@@H:2]1[NH:7][CH2:6][CH2:5][N:4]([C:8]2[CH:13]=[CH:12][C:11]([N+:14]([O-:16])=[O:15])=[CH:10][CH:9]=2)[CH2:3]1.[O:17]1[CH2:20][C:19](=O)[CH2:18]1.C(O[BH-](OC(=O)C)OC(=O)C)(=O)C.[Na+]. Product: [CH3:1][C@H:2]1[CH2:3][N:4]([C:8]2[CH:9]=[CH:10][C:11]([N+:14]([O-:16])=[O:15])=[CH:12][CH:13]=2)[CH2:5][CH2:6][N:7]1[CH:19]1[CH2:20][O:17][CH2:18]1. The catalyst class is: 417. (8) Reactant: Cl.[CH3:2][C:3]1([C:9]2[CH:10]=[C:11]([NH:15][S:16]([CH3:19])(=[O:18])=[O:17])[CH:12]=[CH:13][CH:14]=2)[CH:8]2[CH:4]1[CH2:5][NH:6][CH2:7]2.C(=O)([O-])O.[Na+].CS(O[CH2:30][CH2:31][C:32]1[CH:37]=[CH:36][C:35]([NH:38][S:39]([CH3:42])(=[O:41])=[O:40])=[CH:34][CH:33]=1)(=O)=O.C(OCC)C. Product: [NH3:6].[CH3:2][C:3]1([C:9]2[CH:10]=[C:11]([NH:15][S:16]([CH3:19])(=[O:18])=[O:17])[CH:12]=[CH:13][CH:14]=2)[CH:8]2[CH:4]1[CH2:5][N:6]([CH2:30][CH2:31][C:32]1[CH:33]=[CH:34][C:35]([NH:38][S:39]([CH3:42])(=[O:40])=[O:41])=[CH:36][CH:37]=1)[CH2:7]2. The catalyst class is: 149. (9) Reactant: [C:1]([C:4]1[CH:5]=[C:6]([C:10]2[N:15]=[CH:14][C:13](N=CN(C)C)=[CH:12][N:11]=2)[CH:7]=[CH:8][CH:9]=1)(=[O:3])[CH3:2].S(=O)(=O)(O)[OH:22]. Product: [OH:22][C:13]1[CH:12]=[N:11][C:10]([C:6]2[CH:5]=[C:4]([C:1](=[O:3])[CH3:2])[CH:9]=[CH:8][CH:7]=2)=[N:15][CH:14]=1. The catalyst class is: 6.